From a dataset of Forward reaction prediction with 1.9M reactions from USPTO patents (1976-2016). Predict the product of the given reaction. (1) The product is: [Cl:9][C:10]1[CH:11]=[CH:12][C:13]([O:14][C:15]2[CH:20]=[CH:19][C:18]([C:21]([OH:28])([CH2:1][CH3:2])[CH2:22][N:23]3[CH:27]=[N:26][CH:25]=[N:24]3)=[C:17]([C:29]([F:32])([F:30])[F:31])[CH:16]=2)=[CH:33][CH:34]=1. Given the reactants [CH3:1][CH2:2]OCC.[Mg+2].[Br-].[Br-].[Cl:9][C:10]1[CH:34]=[CH:33][C:13]([O:14][C:15]2[CH:20]=[CH:19][C:18]([C:21](=[O:28])[CH2:22][N:23]3[CH:27]=[N:26][CH:25]=[N:24]3)=[C:17]([C:29]([F:32])([F:31])[F:30])[CH:16]=2)=[CH:12][CH:11]=1.C([Mg]Br)C, predict the reaction product. (2) Given the reactants [Cl:1][C:2]1[CH:10]=[C:9]2[C:5]([C:6](=[O:12])[C:7](=[O:11])[NH:8]2)=[CH:4][C:3]=1[F:13].N(CC)CC.C([O-])([O-])=O.[K+].[K+].[CH3:25][C:26]([CH3:28])=[O:27], predict the reaction product. The product is: [Cl:1][C:2]1[CH:10]=[C:9]2[C:5]([C:6]([OH:12])([CH2:25][C:26](=[O:27])[CH3:28])[C:7](=[O:11])[NH:8]2)=[CH:4][C:3]=1[F:13]. (3) Given the reactants [CH2:1]([O:3][Si](OCC)(OCC)OCC)[CH3:2].C[Si](OCC)(OCC)OCC.C1([Si](OC)(OC)OC)C=CC=CC=1.Cl.[CH2:39]([O:41][CH2:42][CH:43]([OH:45])[CH3:44])C, predict the reaction product. The product is: [C:1]([O:45][CH:43]([CH3:44])[CH2:42][O:41][CH3:39])(=[O:3])[CH3:2]. (4) Given the reactants Cl.Cl.[Cl:3][C:4]1[C:9]([O:10][CH2:11][C:12]2[CH:17]=[CH:16][N:15]=[CH:14][CH:13]=2)=[CH:8][CH:7]=[CH:6][C:5]=1[NH:18][C:19](=[O:34])/[CH:20]=[CH:21]/[C:22]1[CH:27]=[CH:26][C:25]([O:28][CH3:29])=[C:24]([O:30]C(=O)C)[CH:23]=1, predict the reaction product. The product is: [ClH:3].[Cl:3][C:4]1[C:9]([O:10][CH2:11][C:12]2[CH:17]=[CH:16][N:15]=[CH:14][CH:13]=2)=[CH:8][CH:7]=[CH:6][C:5]=1[NH:18][C:19](=[O:34])/[CH:20]=[CH:21]/[C:22]1[CH:27]=[CH:26][C:25]([O:28][CH3:29])=[C:24]([OH:30])[CH:23]=1. (5) Given the reactants [C:1]([C:3]1[CH:4]=[C:5]([CH2:9][C:10]([N:12]2[CH2:17][CH2:16][O:15][CH2:14][CH2:13]2)=[O:11])[CH:6]=[CH:7][CH:8]=1)#[CH:2].[CH3:18][C:19]1([CH3:26])[C:23]([CH3:25])([CH3:24])[O:22][BH:21][O:20]1, predict the reaction product. The product is: [N:12]1([C:10](=[O:11])[CH2:9][C:5]2[CH:6]=[CH:7][CH:8]=[C:3](/[CH:1]=[CH:2]/[B:21]3[O:22][C:23]([CH3:25])([CH3:24])[C:19]([CH3:26])([CH3:18])[O:20]3)[CH:4]=2)[CH2:13][CH2:14][O:15][CH2:16][CH2:17]1. (6) Given the reactants [O-][CH2:2]C.[Na+].[C:5]([O:14][CH2:15][CH3:16])(=[O:13])[CH2:6][CH2:7][C:8]([O:10]CC)=[O:9].[CH2:17]([N:24]1[CH:28]=[CH:27][NH:26][C:25]1([CH3:31])C=O)[C:18]1[CH:23]=[CH:22][CH:21]=[CH:20][CH:19]=1, predict the reaction product. The product is: [CH2:17]([N:24]1[C:28](/[CH:2]=[C:6](/[C:5]([O:14][CH2:15][CH3:16])=[O:13])\[CH2:7][C:8]([OH:10])=[O:9])=[CH:27][N:26]=[C:25]1[CH3:31])[C:18]1[CH:23]=[CH:22][CH:21]=[CH:20][CH:19]=1. (7) Given the reactants Cl[C:2]1[N:3]=[C:4]2[C:10]([C:11]3[CH:16]=[CH:15][CH:14]=[CH:13][CH:12]=3)=[C:9]([C:17]3[CH:22]=[CH:21][C:20]([C:23]4([NH:27][C:28](=[O:34])[O:29][C:30]([CH3:33])([CH3:32])[CH3:31])[CH2:26][CH2:25][CH2:24]4)=[CH:19][CH:18]=3)[O:8][C:5]2=[N:6][CH:7]=1.C(=O)([O-])[O-].[Cs+].[Cs+].O1[CH2:46][CH2:45]OCC1, predict the reaction product. The product is: [C:11]1([C:10]2[C:4]3[C:5](=[N:6][CH:7]=[C:2]([C:7]4[CH:2]=[N:3][CH:4]=[CH:45][CH:46]=4)[N:3]=3)[O:8][C:9]=2[C:17]2[CH:22]=[CH:21][C:20]([C:23]3([NH:27][C:28](=[O:34])[O:29][C:30]([CH3:33])([CH3:32])[CH3:31])[CH2:26][CH2:25][CH2:24]3)=[CH:19][CH:18]=2)[CH:16]=[CH:15][CH:14]=[CH:13][CH:12]=1. (8) Given the reactants [CH3:1][S:2]([O:5]S(C)(=O)=O)(=O)=[O:3].[CH2:10]([O:12][CH2:13][C:14]1[N:15]([CH2:35][CH2:36][CH3:37])[C:16]2[C:25]3[CH:24]=[C:23]([O:26][CH:27]4[CH2:32][CH2:31][NH:30][CH2:29][CH2:28]4)[CH:22]=[CH:21][C:20]=3[N:19]=[C:18]([NH2:33])[C:17]=2[N:34]=1)[CH3:11].C(=O)([O-])[O-].[Na+].[Na+], predict the reaction product. The product is: [CH2:10]([O:12][CH2:13][C:14]1[N:15]([CH2:35][CH2:36][CH3:37])[C:16]2[C:25]3[CH:24]=[C:23]([O:26][CH:27]4[CH2:28][CH2:29][N:30]([S:2]([CH3:1])(=[O:5])=[O:3])[CH2:31][CH2:32]4)[CH:22]=[CH:21][C:20]=3[N:19]=[C:18]([NH2:33])[C:17]=2[N:34]=1)[CH3:11]. (9) Given the reactants C[O:2][C:3](=O)[C:4]1[CH:9]=[CH:8][C:7]([F:10])=[C:6]([S:11][CH2:12][C@@H:13]2[C@@H:18]([OH:19])[C@H:17]([OH:20])[C@@H:16]([OH:21])[C@H:15]([C:22]3[CH:27]=[CH:26][C:25]([Cl:28])=[C:24]([CH2:29][C:30]4[CH:35]=[CH:34][C:33]([O:36][CH2:37][CH3:38])=[CH:32][CH:31]=4)[CH:23]=3)[O:14]2)[CH:5]=1.[CH3:40][NH2:41], predict the reaction product. The product is: [Cl:28][C:25]1[CH:26]=[CH:27][C:22]([C@@H:15]2[O:14][C@H:13]([CH2:12][S:11][C:6]3[CH:5]=[C:4]([CH:9]=[CH:8][C:7]=3[F:10])[C:3]([NH:41][CH3:40])=[O:2])[C@@H:18]([OH:19])[C@H:17]([OH:20])[C@H:16]2[OH:21])=[CH:23][C:24]=1[CH2:29][C:30]1[CH:35]=[CH:34][C:33]([O:36][CH2:37][CH3:38])=[CH:32][CH:31]=1.